Dataset: Reaction yield outcomes from USPTO patents with 853,638 reactions. Task: Predict the reaction yield, written as a fraction of the theoretical maximum amount of product (1.0 means a 100% yield; for example, 0.34 means a 34% yield). (1) The reactants are [CH2:1]([O:8][C:9](=[O:21])[N:10]([CH3:20])[CH2:11][CH2:12][NH:13]C(=O)C(F)(F)F)[C:2]1[CH:7]=[CH:6][CH:5]=[CH:4][CH:3]=1.[Li+].[OH-]. The catalyst is CO.O. The product is [CH2:1]([O:8][C:9](=[O:21])[N:10]([CH2:11][CH2:12][NH2:13])[CH3:20])[C:2]1[CH:7]=[CH:6][CH:5]=[CH:4][CH:3]=1. The yield is 0.890. (2) The reactants are C[N:2]([CH3:19])/[CH:3]=[C:4](/[C:10](=[O:18])[C:11]1[C:16](Cl)=[CH:15][CH:14]=[CH:13][N:12]=1)\[C:5]([O:7][CH2:8][CH3:9])=[O:6].P([O-])([O-])([O-])=O.[K+].[K+].[K+].[Br:28][C:29]1[CH:34]=[CH:33][CH:32]=[CH:31][C:30]=1CN.O. The catalyst is CC(N(C)C)=O. The product is [Br:28][C:29]1[CH:34]=[CH:33][CH:32]=[CH:31][C:30]=1[CH2:19][N:2]1[C:16]2[C:11](=[N:12][CH:13]=[CH:14][CH:15]=2)[C:10](=[O:18])[C:4]([C:5]([O:7][CH2:8][CH3:9])=[O:6])=[CH:3]1. The yield is 0.468.